This data is from Full USPTO retrosynthesis dataset with 1.9M reactions from patents (1976-2016). The task is: Predict the reactants needed to synthesize the given product. (1) Given the product [S:9]([O-:14])([OH:12])(=[O:11])=[O:10].[CH3:8][S+:7]([CH3:13])[C:1]1[CH:6]=[CH:5][CH:4]=[CH:3][CH:2]=1, predict the reactants needed to synthesize it. The reactants are: [C:1]1([S:7][CH3:8])[CH:6]=[CH:5][CH:4]=[CH:3][CH:2]=1.[S:9]([O:14]C)([O:12][CH3:13])(=[O:11])=[O:10].O. (2) Given the product [OH:12][CH2:8][CH2:7][CH2:6][CH2:13][O:16][C:2]1[N:11]=[C:10]2[C:5]([CH:6]=[CH:7][C:8](=[O:12])[NH:9]2)=[CH:4][CH:3]=1, predict the reactants needed to synthesize it. The reactants are: Cl[C:2]1[N:11]=[C:10]2[C:5]([CH:6]=[CH:7][C:8](=[O:12])[NH:9]2)=[CH:4][CH:3]=1.[C:13](=[O:16])([O-])[O-].[Cs+].[Cs+]. (3) Given the product [CH2:30]([N:29]([CH2:22][C:23]1[CH:28]=[CH:27][CH:26]=[CH:25][CH:24]=1)[CH2:2][CH2:3][O:4][C:5]1([C:18]([O:20][CH3:21])=[O:19])[CH2:10][CH2:9][N:8]([C:11]([O:13][C:14]([CH3:17])([CH3:15])[CH3:16])=[O:12])[CH2:7][CH2:6]1)[C:31]1[CH:36]=[CH:35][CH:34]=[CH:33][CH:32]=1, predict the reactants needed to synthesize it. The reactants are: O=[CH:2][CH2:3][O:4][C:5]1([C:18]([O:20][CH3:21])=[O:19])[CH2:10][CH2:9][N:8]([C:11]([O:13][C:14]([CH3:17])([CH3:16])[CH3:15])=[O:12])[CH2:7][CH2:6]1.[CH2:22]([NH:29][CH2:30][C:31]1[CH:36]=[CH:35][CH:34]=[CH:33][CH:32]=1)[C:23]1[CH:28]=[CH:27][CH:26]=[CH:25][CH:24]=1.C(O[BH-](OC(=O)C)OC(=O)C)(=O)C.[Na+]. (4) The reactants are: [Cl:1][CH2:2][CH2:3][N:4]([CH2:24][CH2:25][Cl:26])[P:5]([N:17]([CH2:21][CH2:22][Cl:23])[CH2:18][CH2:19][Cl:20])(=[O:16])[O:6][CH2:7][CH2:8][S:9]([CH2:12][C:13]([OH:15])=O)(=[O:11])=[O:10].F[P-](F)(F)(F)(F)F.N1(OC(N(C)C)=[N+](C)C)C2C=CC=CC=2N=N1.[NH2:51][CH2:52][C:53]1[CH:54]=[N:55][CH:56]=[CH:57][CH:58]=1.C(N(CC)C(C)C)(C)C. Given the product [Cl:1][CH2:2][CH2:3][N:4]([CH2:24][CH2:25][Cl:26])[P:5]([N:17]([CH2:21][CH2:22][Cl:23])[CH2:18][CH2:19][Cl:20])(=[O:16])[O:6][CH2:7][CH2:8][S:9]([CH2:12][C:13](=[O:15])[NH:51][CH2:52][C:53]1[CH:54]=[N:55][CH:56]=[CH:57][CH:58]=1)(=[O:10])=[O:11], predict the reactants needed to synthesize it. (5) Given the product [C:17]([N:20]1[C:29]2[C:24](=[CH:25][C:26]([Br:30])=[CH:27][CH:28]=2)[C@H:23]([NH:31][C:9]2[CH:10]=[CH:11][CH:12]=[CH:13][CH:14]=2)[CH2:22][C@@H:21]1[CH2:32][CH3:33])(=[O:19])[CH3:18], predict the reactants needed to synthesize it. The reactants are: [C:9](O)(=O)[CH2:10][CH2:11][CH2:12][CH2:13][CH2:14]CC[CH2:9][CH2:10][CH2:11][CH2:12][CH2:13][CH3:14].[C:17]([N:20]1[C:29]2[C:24](=[CH:25][C:26]([Br:30])=[CH:27][CH:28]=2)[C@H:23]([NH2:31])[CH2:22][C@@H:21]1[CH2:32][CH3:33])(=[O:19])[CH3:18].C1(B(O)O)C=CC=CC=1.N1C(C)=CC=CC=1C. (6) Given the product [Cl:32][C:3]1[C:4]([NH:23][C:24]2[CH:29]=[CH:28][C:27]([F:30])=[CH:26][C:25]=2[CH3:31])=[C:5]([C:8]([N:10]2[CH2:11][CH2:12][CH:13]([C:16]3[CH:17]=[CH:18][C:19]([F:22])=[CH:20][CH:21]=3)[CH2:14][CH2:15]2)=[O:9])[N:6]=[N:7][C:2]=1[Cl:1], predict the reactants needed to synthesize it. The reactants are: [Cl:1][C:2]1[N:7]=[N:6][C:5]([C:8]([N:10]2[CH2:15][CH2:14][CH:13]([C:16]3[CH:21]=[CH:20][C:19]([F:22])=[CH:18][CH:17]=3)[CH2:12][CH2:11]2)=[O:9])=[C:4]([NH:23][C:24]2[CH:29]=[CH:28][C:27]([F:30])=[CH:26][C:25]=2[CH3:31])[CH:3]=1.[Cl:32]N1C(=O)CCC1=O.[Cl-].[NH4+]. (7) Given the product [C:19]([OH:21])(=[O:20])[CH2:18][CH2:17][CH2:16][CH2:15][CH2:14][CH2:13][CH2:12]/[CH:11]=[CH:10]\[CH2:9][C@@H:7]([CH2:6][CH2:5][CH2:4][CH2:3][CH2:2][CH3:1])[OH:8], predict the reactants needed to synthesize it. The reactants are: [CH3:1][CH2:2][CH2:3][CH2:4][CH2:5][CH2:6][CH:7]([CH2:9]/[CH:10]=[CH:11]/[CH2:12][CH2:13][CH2:14][CH2:15][CH2:16][CH2:17][CH2:18][C:19]([O:21]CC(C[O:21][C:19]([CH2:18][CH2:17][CH2:16][CH2:15][CH2:14][CH2:13][CH2:12]/[CH:11]=[CH:10]/[CH2:9][CH:7]([CH2:6][CH2:5][CH2:4][CH2:3][CH2:2][CH3:1])[OH:8])=[O:20])[O:21][C:19]([CH2:18][CH2:17][CH2:16][CH2:15][CH2:14][CH2:13][CH2:12]/[CH:11]=[CH:10]/[CH2:9][CH:7]([CH2:6][CH2:5][CH2:4][CH2:3][CH2:2][CH3:1])[OH:8])=[O:20])=[O:20])[OH:8].CCCCCCC(C/C=C\CCCCCCCC(OCCOC(CCCCCCC/C=C\CC(CCCCCC)O)=O)=O)O.CCCCCCC(O)C/C=C\CCCCCCCC(OCC(O)CO)=O. (8) Given the product [Br:12][C:13]1[S:17][CH:16]=[C:15]([C@@H:18]2[CH2:20][C@H:19]2[C:21]([OH:23])=[O:22])[CH:14]=1, predict the reactants needed to synthesize it. The reactants are: N[C@H](CC1C=CC=CC=1)CO.[Br:12][C:13]1[S:17][CH:16]=[C:15]([C@@H:18]2[CH2:20][C@H:19]2[C:21]([O-:23])=[O:22])[CH:14]=1.Cl. (9) Given the product [C:18]([C:22]1[CH:26]=[C:25]([C:27]2[O:15][N:14]=[C:12]([C:11]([S:8]([C:5]3[CH:4]=[CH:3][C:2]([Cl:1])=[CH:7][CH:6]=3)(=[O:9])=[O:10])([CH3:17])[CH3:16])[N:13]=2)[N:24]([CH3:30])[N:23]=1)([CH3:21])([CH3:20])[CH3:19], predict the reactants needed to synthesize it. The reactants are: [Cl:1][C:2]1[CH:7]=[CH:6][C:5]([S:8]([C:11]([CH3:17])([CH3:16])[C:12]([NH:14][OH:15])=[NH:13])(=[O:10])=[O:9])=[CH:4][CH:3]=1.[C:18]([C:22]1[CH:26]=[C:25]([C:27](Cl)=O)[N:24]([CH3:30])[N:23]=1)([CH3:21])([CH3:20])[CH3:19].